From a dataset of Forward reaction prediction with 1.9M reactions from USPTO patents (1976-2016). Predict the product of the given reaction. Given the reactants Cl[C:2]1[N:10]=[C:9]2[C:5]([N:6]=[CH:7][N:8]2[CH3:11])=[C:4]([NH:12][C:13]2[CH:18]=[CH:17][C:16]([Cl:19])=[CH:15][CH:14]=2)[N:3]=1.[CH3:20][C:21]1[CH:22]=[N:23][NH:24][CH:25]=1, predict the reaction product. The product is: [Cl:19][C:16]1[CH:17]=[CH:18][C:13]([NH:12][C:4]2[N:3]=[C:2]([N:23]3[CH:22]=[C:21]([CH3:20])[CH:25]=[N:24]3)[N:10]=[C:9]3[C:5]=2[N:6]=[CH:7][N:8]3[CH3:11])=[CH:14][CH:15]=1.